From a dataset of Full USPTO retrosynthesis dataset with 1.9M reactions from patents (1976-2016). Predict the reactants needed to synthesize the given product. (1) Given the product [CH2:40]([O:39][C:37]([NH:36][C@H:35]([CH2:34][OH:33])[CH2:47][O:18][C:13]1[CH:14]=[CH:15][CH:16]=[CH:17][C:12]=1[C:11]1[NH:10][C:9]2[C:22]([CH3:29])=[C:23]([C:25]([O:27][CH3:28])=[O:26])[S:24][C:8]=2[C:7]=1[CH:1]1[CH2:2][CH2:3][CH2:4][CH2:5][CH2:6]1)=[O:38])[C:41]1[CH:46]=[CH:45][CH:44]=[CH:43][CH:42]=1, predict the reactants needed to synthesize it. The reactants are: [CH:1]1([C:7]2[C:8]3[S:24][C:23]([C:25]([O:27][CH3:28])=[O:26])=[C:22]([CH3:29])[C:9]=3[N:10](COC)[C:11]=2[C:12]2[CH:17]=[CH:16][CH:15]=[CH:14][C:13]=2[OH:18])[CH2:6][CH2:5][CH2:4][CH2:3][CH2:2]1.Cl.CC1(C)[N:36]([C:37]([O:39][CH2:40][C:41]2[CH:46]=[CH:45][CH:44]=[CH:43][CH:42]=2)=[O:38])[C@@H:35]([CH2:47]OS(C2C=CC([N+]([O-])=O)=CC=2)(=O)=O)[CH2:34][O:33]1. (2) Given the product [F:1][C:2]1[CH:7]=[C:6]([NH:8][CH2:21][C:22]2[CH:23]=[C:24]([C:28]3[C:29]([CH3:45])=[CH:30][C:31]([O:35][CH2:36][C:37]4([OH:44])[CH2:42][CH2:41][S:40](=[O:43])[CH2:39][CH2:38]4)=[CH:32][C:33]=3[CH3:34])[CH:25]=[CH:26][CH:27]=2)[CH:5]=[CH:4][C:3]=1[CH2:46][CH2:47][C:48]([O:50][CH2:51][CH3:52])=[O:49], predict the reactants needed to synthesize it. The reactants are: [F:1][C:2]1[CH:7]=[C:6]([N:8]([CH2:21][C:22]2[CH:23]=[C:24]([C:28]3[C:33]([CH3:34])=[CH:32][C:31]([O:35][CH2:36][C:37]4([OH:44])[CH2:42][CH2:41][S:40](=[O:43])[CH2:39][CH2:38]4)=[CH:30][C:29]=3[CH3:45])[CH:25]=[CH:26][CH:27]=2)S(C2C=CC=CC=2[N+]([O-])=O)(=O)=O)[CH:5]=[CH:4][C:3]=1[CH2:46][CH2:47][C:48]([O:50][CH2:51][CH3:52])=[O:49].SCC(O)=O.O.[OH-].[Li+]. (3) The reactants are: [C:1]([C:3]1[CH:8]=[CH:7][C:6]([C@@H:9]2[C:14]([C:15]([O:17][CH2:18][CH3:19])=[O:16])=[C:13]([CH3:20])[N:12]([C:21]3[CH:26]=[CH:25][CH:24]=[C:23]([C:27]([F:30])([F:29])[F:28])[CH:22]=3)[C:11](=[O:31])[NH:10]2)=[CH:5][CH:4]=1)#[N:2].Br[CH2:33][C:34]([O:36][CH3:37])=[O:35].C(=O)([O-])[O-].[K+].[K+]. Given the product [C:1]([C:3]1[CH:8]=[CH:7][C:6]([C@@H:9]2[C:14]([C:15]([O:17][CH2:18][CH3:19])=[O:16])=[C:13]([CH3:20])[N:12]([C:21]3[CH:26]=[CH:25][CH:24]=[C:23]([C:27]([F:28])([F:30])[F:29])[CH:22]=3)[C:11](=[O:31])[N:10]2[CH2:33][C:34]([O:36][CH3:37])=[O:35])=[CH:5][CH:4]=1)#[N:2], predict the reactants needed to synthesize it.